From a dataset of Retrosynthesis with 50K atom-mapped reactions and 10 reaction types from USPTO. Predict the reactants needed to synthesize the given product. (1) Given the product O=S([O-])c1ccc(I)cc1, predict the reactants needed to synthesize it. The reactants are: O=S(=O)(Cl)c1ccc(I)cc1. (2) Given the product OCCOCc1c(Cl)cccc1Cl, predict the reactants needed to synthesize it. The reactants are: Clc1cccc(Cl)c1CBr.OCCO. (3) Given the product C#Cc1cc(OCc2ccccc2)c(OCc2ccccc2)nn1, predict the reactants needed to synthesize it. The reactants are: C[Si](C)(C)C#Cc1cc(OCc2ccccc2)c(OCc2ccccc2)nn1. (4) Given the product CCOC(=O)c1cccc(-c2ccnc(NCCc3ccc(O)cc3)n2)c1, predict the reactants needed to synthesize it. The reactants are: CCOC(=O)c1cccc(-c2ccnc(Cl)n2)c1.NCCc1ccc(O)cc1. (5) Given the product O=Cc1cccc([N+](=O)[O-])c1Cl, predict the reactants needed to synthesize it. The reactants are: O=C(O)c1cccc([N+](=O)[O-])c1Cl. (6) Given the product COC(=O)c1ccc(OCc2ccccc2)c(CN2CCOCC2)c1, predict the reactants needed to synthesize it. The reactants are: BrCc1ccccc1.COC(=O)c1ccc(O)c(CN2CCOCC2)c1.